Dataset: NCI-60 drug combinations with 297,098 pairs across 59 cell lines. Task: Regression. Given two drug SMILES strings and cell line genomic features, predict the synergy score measuring deviation from expected non-interaction effect. Drug 1: C1=NC2=C(N1)C(=S)N=C(N2)N. Drug 2: COC1=NC(=NC2=C1N=CN2C3C(C(C(O3)CO)O)O)N. Cell line: HOP-92. Synergy scores: CSS=11.6, Synergy_ZIP=-7.37, Synergy_Bliss=-2.34, Synergy_Loewe=-13.6, Synergy_HSA=-3.25.